This data is from Reaction yield outcomes from USPTO patents with 853,638 reactions. The task is: Predict the reaction yield, written as a fraction of the theoretical maximum amount of product (1.0 means a 100% yield; for example, 0.34 means a 34% yield). The reactants are [C:1]1([CH2:7][C:8]([C:10]2[CH:11]=[C:12]3[C:17](=[CH:18][CH:19]=2)[N:16]=[CH:15][CH:14]=[CH:13]3)=O)[CH:6]=[CH:5][CH:4]=[CH:3][CH:2]=1.[CH2:20]([O:22][C:23]1[CH:24]=[C:25]([CH:28]=[C:29]([N+:32]([O-:34])=[O:33])[C:30]=1[OH:31])[CH:26]=O)[CH3:21].[NH2:35][C:36]([NH2:38])=[O:37].Cl. The catalyst is C(O)C. The product is [CH2:20]([O:22][C:23]1[CH:24]=[C:25]([CH:26]2[C:7]([C:1]3[CH:6]=[CH:5][CH:4]=[CH:3][CH:2]=3)=[C:8]([C:10]3[CH:11]=[C:12]4[C:17](=[CH:18][CH:19]=3)[N:16]=[CH:15][CH:14]=[CH:13]4)[NH:38][C:36](=[O:37])[NH:35]2)[CH:28]=[C:29]([N+:32]([O-:34])=[O:33])[C:30]=1[OH:31])[CH3:21]. The yield is 0.118.